Dataset: Reaction yield outcomes from USPTO patents with 853,638 reactions. Task: Predict the reaction yield, written as a fraction of the theoretical maximum amount of product (1.0 means a 100% yield; for example, 0.34 means a 34% yield). (1) The reactants are Cl.[NH2:2][C@@H:3]1[C@H:8]2[CH2:9][C@H:5]([CH2:6][CH2:7]2)[C@@H:4]1[C:10]([O:12][CH3:13])=[O:11].C([O-])(=O)C.[Na+].[F:19][C:20]1[CH:27]=[CH:26][C:23]([CH:24]=O)=[CH:22][CH:21]=1.C([BH3-])#N.[Na+].C(=O)(O)[O-].[Na+]. The catalyst is CO.C(OCC)(=O)C. The product is [F:19][C:20]1[CH:27]=[CH:26][C:23]([CH2:24][NH:2][C@@H:3]2[C@H:8]3[CH2:9][C@H:5]([CH2:6][CH2:7]3)[C@@H:4]2[C:10]([O:12][CH3:13])=[O:11])=[CH:22][CH:21]=1. The yield is 0.870. (2) The reactants are [CH2:1]([N:3]1[CH2:8][C:7]([CH3:10])([CH3:9])[O:6][C:5](=[O:11])[CH:4]1[CH2:12][C:13]([OH:15])=O)[CH3:2].C(N(C(C)C)CC)(C)C.CN(C(ON1N=NC2C=CC=NC1=2)=[N+](C)C)C.F[P-](F)(F)(F)(F)F.[CH3:49][N:50]1[CH:54]=[CH:53][C:52]([NH2:55])=[N:51]1. The catalyst is CN(C=O)C. The product is [CH2:1]([N:3]1[CH2:8][C:7]([CH3:9])([CH3:10])[O:6][C:5](=[O:11])[CH:4]1[CH2:12][C:13]([NH:55][C:52]1[CH:53]=[CH:54][N:50]([CH3:49])[N:51]=1)=[O:15])[CH3:2]. The yield is 0.600. (3) The yield is 0.850. The product is [Cl:9][C:4]1[CH:5]=[C:6]([NH2:8])[CH:7]=[C:2]([N:10]2[CH2:15][CH2:14][O:13][CH2:12][CH2:11]2)[N:3]=1. No catalyst specified. The reactants are Cl[C:2]1[CH:7]=[C:6]([NH2:8])[CH:5]=[C:4]([Cl:9])[N:3]=1.[NH:10]1[CH2:15][CH2:14][O:13][CH2:12][CH2:11]1. (4) The yield is 0.515. The product is [CH:1]1([NH:5][C:6]([C:8]2[N:9]([CH3:24])[C:10]([CH3:23])=[CH:11][C:12](=[O:22])[C:13]=2[OH:14])=[O:7])[CH2:2][CH2:3][CH2:4]1. The reactants are [CH:1]1([NH:5][C:6]([C:8]2[N:9]([CH3:24])[C:10]([CH3:23])=[CH:11][C:12](=[O:22])[C:13]=2[O:14]CC2C=CC=CC=2)=[O:7])[CH2:4][CH2:3][CH2:2]1. The catalyst is [Pd].C(O)C. (5) The reactants are [F:1][C:2]1[CH:32]=[CH:31][C:5]([CH2:6][N:7]2[C:12](=[O:13])[C:11]([C:14]3[NH:19][C:18]4[CH:20]=[CH:21][C:22](I)=[CH:23][C:17]=4[S:16](=[O:26])(=[O:25])[N:15]=3)=[C:10]([OH:27])[C:9]3=[CH:28][CH:29]=[CH:30][N:8]23)=[CH:4][CH:3]=1.P([O-])([O-])([O-])=O.[K+].[K+].[K+].N(CC(O)=O)C.[CH3:47][NH:48][S:49]([CH3:52])(=[O:51])=[O:50]. The catalyst is CN(C)C=O.C(OCC)(=O)C.[Cu]I.C(OCC)C.CO. The product is [F:1][C:2]1[CH:32]=[CH:31][C:5]([CH2:6][N:7]2[C:12](=[O:13])[C:11]([C:14]3[NH:19][C:18]4[CH:20]=[CH:21][C:22]([N:48]([CH3:47])[S:49]([CH3:52])(=[O:51])=[O:50])=[CH:23][C:17]=4[S:16](=[O:26])(=[O:25])[N:15]=3)=[C:10]([OH:27])[C:9]3=[CH:28][CH:29]=[CH:30][N:8]23)=[CH:4][CH:3]=1. The yield is 0.650.